Dataset: Forward reaction prediction with 1.9M reactions from USPTO patents (1976-2016). Task: Predict the product of the given reaction. (1) Given the reactants [F:1][C:2]1[C:3]([O:10][CH3:11])=[C:4]([CH2:8]O)[CH:5]=[CH:6][CH:7]=1.S(Cl)([Cl:14])=O, predict the reaction product. The product is: [Cl:14][CH2:8][C:4]1[CH:5]=[CH:6][CH:7]=[C:2]([F:1])[C:3]=1[O:10][CH3:11]. (2) Given the reactants C([O:3][C:4](=[O:36])[C:5]1[CH:10]=[CH:9][C:8]([NH:11][C:12]([C:14]2[CH:15]=[CH:16][C:17]3[O:22][CH2:21][CH2:20][N:19]([S:23]([C:26]4[CH:31]=[C:30]([Cl:32])[CH:29]=[CH:28][C:27]=4[O:33][CH3:34])(=[O:25])=[O:24])[C:18]=3[CH:35]=2)=[O:13])=[CH:7][CH:6]=1)C.[OH-].[Na+].Cl, predict the reaction product. The product is: [Cl:32][C:30]1[CH:29]=[CH:28][C:27]([O:33][CH3:34])=[C:26]([S:23]([N:19]2[C:18]3[CH:35]=[C:14]([C:12]([NH:11][C:8]4[CH:9]=[CH:10][C:5]([C:4]([OH:36])=[O:3])=[CH:6][CH:7]=4)=[O:13])[CH:15]=[CH:16][C:17]=3[O:22][CH2:21][CH2:20]2)(=[O:25])=[O:24])[CH:31]=1. (3) Given the reactants Br[C:2]1[CH:20]=[CH:19][C:5]([C:6]([NH:8][C:9]2[CH:13]=[C:12]([C:14]([F:17])([F:16])[F:15])[N:11]([CH3:18])[N:10]=2)=[O:7])=[CH:4][C:3]=1[O:21][CH2:22][CH3:23].[CH3:24][C:25]1([CH3:41])[C:29]([CH3:31])([CH3:30])[O:28][B:27]([B:27]2[O:28][C:29]([CH3:31])([CH3:30])[C:25]([CH3:41])([CH3:24])[O:26]2)[O:26]1.C([O-])(=O)C.[K+], predict the reaction product. The product is: [CH2:22]([O:21][C:3]1[CH:4]=[C:5]([CH:19]=[CH:20][C:2]=1[B:27]1[O:28][C:29]([CH3:31])([CH3:30])[C:25]([CH3:41])([CH3:24])[O:26]1)[C:6]([NH:8][C:9]1[CH:13]=[C:12]([C:14]([F:17])([F:16])[F:15])[N:11]([CH3:18])[N:10]=1)=[O:7])[CH3:23]. (4) Given the reactants [Cl:1][C:2]1[CH:7]=[CH:6][C:5]([C:8]2[N:12]([CH2:13][C:14]3[CH:19]=[CH:18][CH:17]=[CH:16][C:15]=3[F:20])[C:11](=[O:21])[N:10]([CH2:22][C:23](O)=[O:24])[N:9]=2)=[CH:4][CH:3]=1.C1C=CC2N(O)N=NC=2C=1.C(Cl)CCl.[F:40][C:41]([F:52])([F:51])[C:42]1[CH:47]=[CH:46][CH:45]=[CH:44][C:43]=1[CH2:48][CH2:49][NH2:50], predict the reaction product. The product is: [Cl:1][C:2]1[CH:7]=[CH:6][C:5]([C:8]2[N:12]([CH2:13][C:14]3[CH:19]=[CH:18][CH:17]=[CH:16][C:15]=3[F:20])[C:11](=[O:21])[N:10]([CH2:22][C:23]([NH:50][CH2:49][CH2:48][C:43]3[CH:44]=[CH:45][CH:46]=[CH:47][C:42]=3[C:41]([F:40])([F:51])[F:52])=[O:24])[N:9]=2)=[CH:4][CH:3]=1. (5) Given the reactants N[CH:2]([CH2:6][CH2:7][C:8]([O:10][CH2:11][C:12]1[CH:17]=[CH:16][CH:15]=[CH:14][CH:13]=1)=[O:9])[C:3]([OH:5])=[O:4].[Br-:18].[K+].C(OC(CCC=O)C(O)=O)C1C=CC=CC=1, predict the reaction product. The product is: [CH2:11]([O:10][C:8](=[O:9])[CH2:7][CH2:6][CH:2]([Br:18])[C:3]([OH:5])=[O:4])[C:12]1[CH:17]=[CH:16][CH:15]=[CH:14][CH:13]=1. (6) Given the reactants Cl[C:2]1[N:7]=[C:6]([CH3:8])[C:5]([N+:9]([O-])=O)=[CH:4][CH:3]=1.[NH:12]1[CH2:16][CH2:15][CH2:14][CH2:13]1, predict the reaction product. The product is: [CH3:8][C:6]1[C:5]([NH2:9])=[CH:4][CH:3]=[C:2]([N:12]2[CH2:16][CH2:15][CH2:14][CH2:13]2)[N:7]=1.